Dataset: Forward reaction prediction with 1.9M reactions from USPTO patents (1976-2016). Task: Predict the product of the given reaction. (1) Given the reactants [CH3:1][O:2][C:3](=[O:25])[C@@H:4]([N:9]1[CH2:13][C:12]([O:14][C:15]2[CH:20]=[CH:19][CH:18]=[C:17]([O:21]C)[C:16]=2[F:23])=[CH:11][C:10]1=[O:24])[CH2:5][CH:6]([CH3:8])[CH3:7].B(Br)(Br)Br.Cl, predict the reaction product. The product is: [CH3:1][O:2][C:3](=[O:25])[C@@H:4]([N:9]1[CH2:13][C:12]([O:14][C:15]2[CH:20]=[CH:19][CH:18]=[C:17]([OH:21])[C:16]=2[F:23])=[CH:11][C:10]1=[O:24])[CH2:5][CH:6]([CH3:8])[CH3:7]. (2) Given the reactants [NH2:1][N:2]1[N:11]=[C:10]([S:12][C:13]([CH3:16])([CH3:15])[CH3:14])[C:9]2[C:4](=[CH:5][CH:6]=[CH:7][CH:8]=2)[C:3]1=[O:17].[Cl:18][C:19]1[CH:24]=[CH:23][C:22]([CH2:25][C:26](Cl)=[O:27])=[CH:21][CH:20]=1, predict the reaction product. The product is: [C:13]([S:12][C:10]1[C:9]2[C:4](=[CH:5][CH:6]=[CH:7][CH:8]=2)[C:3](=[O:17])[N:2]([NH:1][C:26](=[O:27])[CH2:25][C:22]2[CH:23]=[CH:24][C:19]([Cl:18])=[CH:20][CH:21]=2)[N:11]=1)([CH3:14])([CH3:16])[CH3:15]. (3) Given the reactants [CH:1]1([O:6][CH2:7][C:8]([OH:10])=O)[CH2:5][CH2:4][CH2:3][CH2:2]1.[NH:11](C(OC(C)(C)C)=O)[NH2:12].OC1C2N=NNC=2C=CC=1.Cl.C(N=C=NCCCN(C)C)C.C(N(C(C)C)CC)(C)C.FC(F)(F)C(O)=O, predict the reaction product. The product is: [CH:1]1([O:6][CH2:7][C:8]([NH:11][NH2:12])=[O:10])[CH2:5][CH2:4][CH2:3][CH2:2]1.